This data is from Forward reaction prediction with 1.9M reactions from USPTO patents (1976-2016). The task is: Predict the product of the given reaction. (1) Given the reactants [NH2:1][C:2]1[C:17]([O:18][CH2:19][C:20]2[CH:25]=[CH:24][CH:23]=[CH:22][CH:21]=2)=[CH:16][C:15]([I:26])=[CH:14][C:3]=1[C:4]([O:6]CC1C=CC=CC=1)=[O:5].CO.O.[OH-].[Li+], predict the reaction product. The product is: [NH2:1][C:2]1[C:17]([O:18][CH2:19][C:20]2[CH:21]=[CH:22][CH:23]=[CH:24][CH:25]=2)=[CH:16][C:15]([I:26])=[CH:14][C:3]=1[C:4]([OH:6])=[O:5]. (2) Given the reactants Br[C:2]1[CH:18]=[C:17]2[C:5]([CH2:6][CH2:7][C@@:8]32[C:13]([F:15])([F:14])[CH2:12][O:11][C:10]([NH2:16])=[N:9]3)=[CH:4][CH:3]=1.[Cl:19][C:20]1[CH:21]=[C:22](B(O)O)[CH:23]=[C:24]([Cl:26])[CH:25]=1.COCCOC, predict the reaction product. The product is: [Cl:19][C:20]1[CH:21]=[C:22]([C:2]2[CH:18]=[C:17]3[C:5]([CH2:6][CH2:7][C@@:8]43[C:13]([F:15])([F:14])[CH2:12][O:11][C:10]([NH2:16])=[N:9]4)=[CH:4][CH:3]=2)[CH:23]=[C:24]([Cl:26])[CH:25]=1.